Dataset: Catalyst prediction with 721,799 reactions and 888 catalyst types from USPTO. Task: Predict which catalyst facilitates the given reaction. (1) Reactant: [N:1]12[CH2:8][CH2:7][CH:4]([CH2:5][CH2:6]1)[C@@H:3]([NH:9][C:10]([C:12]1[S:13][C:14]([C:17]3[CH:22]=[CH:21][CH:20]=[C:19]([O:23]C)[CH:18]=3)=[CH:15][CH:16]=1)=[O:11])[CH2:2]2.Br.C(=O)([O-])[O-].[Na+].[Na+].Cl. Product: [N:1]12[CH2:6][CH2:5][CH:4]([CH2:7][CH2:8]1)[C@@H:3]([NH:9][C:10]([C:12]1[S:13][C:14]([C:17]3[CH:22]=[CH:21][CH:20]=[C:19]([OH:23])[CH:18]=3)=[CH:15][CH:16]=1)=[O:11])[CH2:2]2. The catalyst class is: 15. (2) Reactant: [OH:1][CH:2]([C:7]1[N:12]([CH3:13])[C:11](=[O:14])[C:10]2[N:15](CC3C=CC(OC)=CC=3)[CH:16]=[CH:17][C:9]=2[C:8]=1[C:27]1[CH:32]=[CH:31][C:30]([CH3:33])=[CH:29][CH:28]=1)[C:3]([O:5][CH3:6])=[O:4].OS(O)(=O)=O.C1(OC)C=CC=CC=1. Product: [OH:1][CH:2]([C:7]1[N:12]([CH3:13])[C:11](=[O:14])[C:10]2[NH:15][CH:16]=[CH:17][C:9]=2[C:8]=1[C:27]1[CH:28]=[CH:29][C:30]([CH3:33])=[CH:31][CH:32]=1)[C:3]([O:5][CH3:6])=[O:4]. The catalyst class is: 55. (3) Reactant: [CH2:1]([N:3]1[C:7]2[CH:8]=[CH:9][C:10]([C:12]([OH:14])=O)=[CH:11][C:6]=2[N:5]=[N:4]1)[CH3:2].C1N=CN(C(N2C=NC=C2)=O)C=1.[CH2:27]([O:29][C:30](=[O:35])[CH2:31]C(O)=O)[CH3:28].[K].CCN(CC)CC.[Mg+2].[Cl-].[Cl-]. Product: [CH2:1]([N:3]1[C:7]2[CH:8]=[CH:9][C:10]([C:12](=[O:14])[CH2:31][C:30]([O:29][CH2:27][CH3:28])=[O:35])=[CH:11][C:6]=2[N:5]=[N:4]1)[CH3:2]. The catalyst class is: 841. (4) Product: [Cl:24][C:22]1[CH:21]=[CH:20][C:19]([F:25])=[C:18]([C:16]2[N:17]=[C:12]([NH:11][C:10]3[C:5]([C:4]([OH:29])=[O:3])=[CH:6][N:7]=[CH:8][CH:9]=3)[C:13]3[CH2:28][O:27][CH2:26][C:14]=3[N:15]=2)[CH:23]=1. The catalyst class is: 5. Reactant: C([O:3][C:4](=[O:29])[C:5]1[C:10]([NH:11][C:12]2[C:13]3[CH2:28][O:27][CH2:26][C:14]=3[N:15]=[C:16]([C:18]3[CH:23]=[C:22]([Cl:24])[CH:21]=[CH:20][C:19]=3[F:25])[N:17]=2)=[CH:9][CH:8]=[N:7][CH:6]=1)C.[OH-].[Na+]. (5) Reactant: [CH:1]([O:4][C:5]([C:7]1[C:12](=[O:13])[N:11]2[C:14]([CH2:24][N:25]([CH3:33])[CH2:26][C:27]3[CH:32]=[CH:31][CH:30]=[CH:29][CH:28]=3)=[C:15]([C:17]3[CH:22]=[CH:21][C:20]([NH2:23])=[CH:19][CH:18]=3)[N:16]=[C:10]2[N:9]([CH2:34][C:35]2[C:40]([F:41])=[CH:39][CH:38]=[CH:37][C:36]=2[F:42])[CH:8]=1)=[O:6])([CH3:3])[CH3:2].N1C=CC=CC=1.[CH2:49]([N:51]=[C:52]=[O:53])[CH3:50]. Product: [CH:1]([O:4][C:5]([C:7]1[C:12](=[O:13])[N:11]2[C:14]([CH2:24][N:25]([CH3:33])[CH2:26][C:27]3[CH:32]=[CH:31][CH:30]=[CH:29][CH:28]=3)=[C:15]([C:17]3[CH:18]=[CH:19][C:20]([NH:23][C:52]([NH:51][CH2:49][CH3:50])=[O:53])=[CH:21][CH:22]=3)[N:16]=[C:10]2[N:9]([CH2:34][C:35]2[C:40]([F:41])=[CH:39][CH:38]=[CH:37][C:36]=2[F:42])[CH:8]=1)=[O:6])([CH3:3])[CH3:2]. The catalyst class is: 1. (6) Reactant: [CH2:1]([Li])[CH2:2][CH2:3][CH3:4].N1[C:19]2[C:10](=[CH:7][CH:8]=[C:9]3C=2N=C[CH:19]=[CH:10]3)[CH:9]=[CH:8][CH:7]=1.C([NH:23]C(C)C)(C)C.CI.[C:29]([O:32]CC)(=[O:31])C. Product: [CH3:4][C@:3]([C:29]([OH:32])=[O:31])([CH2:2][C:1]1[CH:19]=[CH:10][CH:9]=[CH:8][CH:7]=1)[NH2:23]. The catalyst class is: 7. (7) Reactant: [NH:1]([C:8]([N:10]([C:36]1[CH:41]=[CH:40][CH:39]=[CH:38][CH:37]=1)[CH:11]1[CH2:16][CH2:15][N:14]([CH2:17][C:18]2[CH:19]=[CH:20][C:21]([O:24][C:25]3[CH:30]=[CH:29][C:28]([NH:31][S:32]([CH3:35])(=[O:34])=[O:33])=[CH:27][CH:26]=3)=[N:22][CH:23]=2)[CH2:13][CH2:12]1)=[O:9])[C:2]1[CH:7]=[CH:6][CH:5]=[CH:4][CH:3]=1.ClC1C=CC=C(C(OO)=[O:50])C=1.C(=O)([O-])O.[Na+]. Product: [NH:1]([C:8]([N:10]([C:36]1[CH:41]=[CH:40][CH:39]=[CH:38][CH:37]=1)[CH:11]1[CH2:12][CH2:13][N+:14]([CH2:17][C:18]2[CH:19]=[CH:20][C:21]([O:24][C:25]3[CH:30]=[CH:29][C:28]([NH:31][S:32]([CH3:35])(=[O:33])=[O:34])=[CH:27][CH:26]=3)=[N:22][CH:23]=2)([O-:50])[CH2:15][CH2:16]1)=[O:9])[C:2]1[CH:3]=[CH:4][CH:5]=[CH:6][CH:7]=1. The catalyst class is: 22. (8) Reactant: [O:1]=[C:2]1[N:6]([C:7]2[CH:17]=[CH:16][C:10]([C:11]([O:13][CH2:14][CH3:15])=[O:12])=[CH:9][CH:8]=2)[C:5]2[CH:18]=[CH:19][CH:20]=[CH:21][C:4]=2[NH:3]1.[H-].[Na+].Br[CH2:25][C:26]([O:28][C:29]([CH3:32])([CH3:31])[CH3:30])=[O:27]. Product: [C:29]([O:28][C:26](=[O:27])[CH2:25][N:3]1[C:4]2[CH:21]=[CH:20][CH:19]=[CH:18][C:5]=2[N:6]([C:7]2[CH:17]=[CH:16][C:10]([C:11]([O:13][CH2:14][CH3:15])=[O:12])=[CH:9][CH:8]=2)[C:2]1=[O:1])([CH3:32])([CH3:31])[CH3:30]. The catalyst class is: 3. (9) Reactant: [F:1][C:2]([F:11])([F:10])[C:3]1[CH:4]=[C:5]([SH:9])[CH:6]=[CH:7][CH:8]=1.C([O-])([O-])=O.[K+].[K+].CS(O[CH:23]1[CH2:28][CH2:27][O:26][CH:25]([C:29]2[CH:34]=[CH:33][C:32]([Cl:35])=[CH:31][N:30]=2)[CH2:24]1)(=O)=O. Product: [Cl:35][C:32]1[CH:33]=[CH:34][C:29]([CH:25]2[CH2:24][CH:23]([S:9][C:5]3[CH:6]=[CH:7][CH:8]=[C:3]([C:2]([F:1])([F:10])[F:11])[CH:4]=3)[CH2:28][CH2:27][O:26]2)=[N:30][CH:31]=1. The catalyst class is: 18. (10) Reactant: [F:1][C:2]1[CH:17]=[CH:16][C:5]([CH2:6][N:7]2[CH:12]3[CH2:13][CH2:14][CH:8]2[C:9](=O)[NH:10][CH2:11]3)=[CH:4][CH:3]=1.[H-].[Al+3].[Li+].[H-].[H-].[H-]. Product: [F:1][C:2]1[CH:17]=[CH:16][C:5]([CH2:6][N:7]2[CH:12]3[CH2:13][CH2:14][CH:8]2[CH2:9][NH:10][CH2:11]3)=[CH:4][CH:3]=1. The catalyst class is: 7.